Dataset: Full USPTO retrosynthesis dataset with 1.9M reactions from patents (1976-2016). Task: Predict the reactants needed to synthesize the given product. Given the product [OH:31][CH2:32][C:33]1[CH:38]=[CH:37][C:36]([C:2]2[CH:3]=[C:4]3[C:8](=[C:9]([C:11]([NH2:13])=[O:12])[CH:10]=2)[NH:7][N:6]=[C:5]3[CH:14]2[CH2:15][CH2:16][N:17]([S:20]([CH2:23][CH2:24][CH2:25][N:26]3[CH2:27][CH2:28][CH2:29][CH2:30]3)(=[O:22])=[O:21])[CH2:18][CH2:19]2)=[CH:35][CH:34]=1, predict the reactants needed to synthesize it. The reactants are: Br[C:2]1[CH:3]=[C:4]2[C:8](=[C:9]([C:11]([NH2:13])=[O:12])[CH:10]=1)[NH:7][N:6]=[C:5]2[CH:14]1[CH2:19][CH2:18][N:17]([S:20]([CH2:23][CH2:24][CH2:25][N:26]2[CH2:30][CH2:29][CH2:28][CH2:27]2)(=[O:22])=[O:21])[CH2:16][CH2:15]1.[OH:31][CH2:32][C:33]1[CH:38]=[CH:37][C:36](B(O)O)=[CH:35][CH:34]=1.C(=O)([O-])[O-].[Cs+].[Cs+].